From a dataset of Full USPTO retrosynthesis dataset with 1.9M reactions from patents (1976-2016). Predict the reactants needed to synthesize the given product. Given the product [CH:35]([O:34][C:25]1[C:24]2[C:29](=[CH:30][CH:31]=[C:22]([CH:20]=[C:11]3[S:10][C:9]([NH:8][CH2:7][C:3]4[S:4][CH:5]=[CH:6][C:2]=4[CH3:1])=[N:13][C:12]3=[O:14])[N:23]=2)[N:28]=[CH:27][C:26]=1[C:32]#[N:33])([CH3:37])[CH3:36], predict the reactants needed to synthesize it. The reactants are: [CH3:1][C:2]1[CH:6]=[CH:5][S:4][C:3]=1[CH2:7][NH:8][C:9]1[S:10][CH2:11][C:12](=[O:14])[N:13]=1.C(O[Na])(C)=O.[CH:20]([C:22]1[N:23]=[C:24]2[C:29](=[CH:30][CH:31]=1)[N:28]=[CH:27][C:26]([C:32]#[N:33])=[C:25]2[O:34][CH:35]([CH3:37])[CH3:36])=O.